The task is: Regression. Given two drug SMILES strings and cell line genomic features, predict the synergy score measuring deviation from expected non-interaction effect.. This data is from NCI-60 drug combinations with 297,098 pairs across 59 cell lines. (1) Drug 1: CC1=CC2C(CCC3(C2CCC3(C(=O)C)OC(=O)C)C)C4(C1=CC(=O)CC4)C. Drug 2: CC1=C(C(CCC1)(C)C)C=CC(=CC=CC(=CC(=O)O)C)C. Cell line: MDA-MB-435. Synergy scores: CSS=0.846, Synergy_ZIP=3.21, Synergy_Bliss=5.09, Synergy_Loewe=1.19, Synergy_HSA=-0.00178. (2) Drug 1: C1CNP(=O)(OC1)N(CCCl)CCCl. Drug 2: CCC1(C2=C(COC1=O)C(=O)N3CC4=CC5=C(C=CC(=C5CN(C)C)O)N=C4C3=C2)O.Cl. Cell line: MDA-MB-435. Synergy scores: CSS=-16.7, Synergy_ZIP=7.95, Synergy_Bliss=4.05, Synergy_Loewe=-111, Synergy_HSA=-7.31. (3) Drug 1: CC(C)(C#N)C1=CC(=CC(=C1)CN2C=NC=N2)C(C)(C)C#N. Drug 2: C1C(C(OC1N2C=NC3=C2NC=NCC3O)CO)O. Cell line: KM12. Synergy scores: CSS=-12.8, Synergy_ZIP=8.82, Synergy_Bliss=2.64, Synergy_Loewe=-8.53, Synergy_HSA=-10.8. (4) Drug 1: CCCS(=O)(=O)NC1=C(C(=C(C=C1)F)C(=O)C2=CNC3=C2C=C(C=N3)C4=CC=C(C=C4)Cl)F. Drug 2: COC1=C(C=C2C(=C1)N=CN=C2NC3=CC(=C(C=C3)F)Cl)OCCCN4CCOCC4. Cell line: HCT116. Synergy scores: CSS=-0.110, Synergy_ZIP=1.42, Synergy_Bliss=1.33, Synergy_Loewe=-6.46, Synergy_HSA=-0.285. (5) Drug 1: CC1C(C(CC(O1)OC2CC(CC3=C2C(=C4C(=C3O)C(=O)C5=C(C4=O)C(=CC=C5)OC)O)(C(=O)CO)O)N)O.Cl. Drug 2: C1=C(C(=O)NC(=O)N1)N(CCCl)CCCl. Cell line: MALME-3M. Synergy scores: CSS=6.02, Synergy_ZIP=-1.17, Synergy_Bliss=0.515, Synergy_Loewe=-1.38, Synergy_HSA=-1.37.